Task: Predict the product of the given reaction.. Dataset: Forward reaction prediction with 1.9M reactions from USPTO patents (1976-2016) (1) Given the reactants [F:1][C:2]([F:14])([F:13])[O:3][C:4]1[CH:5]=[C:6]([B:10]([OH:12])[OH:11])[CH:7]=[CH:8][CH:9]=1.O[C:16]([C:19](O)([CH3:21])[CH3:20])([CH3:18])[CH3:17], predict the reaction product. The product is: [CH3:17][C:16]1([CH3:18])[C:19]([CH3:21])([CH3:20])[O:12][B:10]([C:6]2[CH:7]=[CH:8][CH:9]=[C:4]([O:3][C:2]([F:1])([F:13])[F:14])[CH:5]=2)[O:11]1. (2) The product is: [I:1][C:2]1[CH:19]=[CH:18][C:5]([C:6]2[O:17][C:10]([CH2:11][C:12]([O:14][CH2:15][CH3:16])=[O:13])=[N:9][N:8]=2)=[CH:4][CH:3]=1. Given the reactants [I:1][C:2]1[CH:19]=[CH:18][C:5]([C:6]([NH:8][NH:9][C:10](=[O:17])[CH2:11][C:12]([O:14][CH2:15][CH3:16])=[O:13])=O)=[CH:4][CH:3]=1, predict the reaction product. (3) The product is: [C:32]([N:29]1[CH2:28][CH2:27][N:26]([C:20]2[N:21]=[C:22]([O:23][CH2:24][CH3:25])[C:17]([NH:16][C:13]([C:10]3[C:9]4[C:2](=[O:1])[N:36]([CH3:35])[C:4]([CH3:5])([CH3:6])[CH2:7][C:8]=4[O:12][CH:11]=3)=[O:15])=[CH:18][CH:19]=2)[CH2:31][CH2:30]1)(=[O:34])[CH3:33]. Given the reactants [O:1]=[C:2]1[C:9]2[C:10]([C:13]([OH:15])=O)=[CH:11][O:12][C:8]=2[CH2:7][C:4]2([CH2:6][CH2:5]2)C1.[NH2:16][C:17]1[CH:18]=[CH:19][C:20]([N:26]2[CH2:31][CH2:30][N:29]([C:32](=[O:34])[CH3:33])[CH2:28][CH2:27]2)=[N:21][C:22]=1[O:23][CH2:24][CH3:25].[CH3:35][N:36]1C=C2C(C=CC(N)=C2)=N1.C(O)C, predict the reaction product. (4) The product is: [OH:11][CH2:10][CH2:9][C:7]1[CH:8]=[C:3]([CH:4]=[CH:5][C:6]=1[C:12]([F:15])([F:14])[F:13])[CH2:2][N:41]1[CH2:42][CH2:43][C:37]2([O:36][CH2:35][CH2:34][N:33]([C:31]([C:29]3[N:30]=[C:26]([CH:23]([CH3:24])[CH3:25])[S:27][CH:28]=3)=[O:32])[CH2:38]2)[CH2:39][CH2:40]1. Given the reactants Br[CH2:2][C:3]1[CH:4]=[CH:5][C:6]([C:12]([F:15])([F:14])[F:13])=[C:7]([CH2:9][CH2:10][OH:11])[CH:8]=1.FC(F)(F)C(O)=O.[CH:23]([C:26]1[S:27][CH:28]=[C:29]([C:31]([N:33]2[CH2:38][C:37]3([CH2:43][CH2:42][NH:41][CH2:40][CH2:39]3)[O:36][CH2:35][CH2:34]2)=[O:32])[N:30]=1)([CH3:25])[CH3:24], predict the reaction product. (5) The product is: [F:1][C:2]1[C:7]([C:8]2[CH:13]=[CH:12][CH:11]=[C:10]([CH3:14])[CH:9]=2)=[C:6]([C@H:15]([O:29][CH2:30][CH2:31][O:32][S:41]([CH3:40])(=[O:43])=[O:42])[C@@H:16]2[O:21][CH2:20][CH2:19][N:18]([C:22]([O:24][C:25]([CH3:26])([CH3:27])[CH3:28])=[O:23])[CH2:17]2)[CH:5]=[CH:4][CH:3]=1. Given the reactants [F:1][C:2]1[C:7]([C:8]2[CH:13]=[CH:12][CH:11]=[C:10]([CH3:14])[CH:9]=2)=[C:6]([C@H:15]([O:29][CH2:30][CH2:31][OH:32])[C@@H:16]2[O:21][CH2:20][CH2:19][N:18]([C:22]([O:24][C:25]([CH3:28])([CH3:27])[CH3:26])=[O:23])[CH2:17]2)[CH:5]=[CH:4][CH:3]=1.CCN(CC)CC.[CH3:40][S:41](Cl)(=[O:43])=[O:42].O, predict the reaction product. (6) Given the reactants [Br:1][C:2]1[C:3]([C:9]2[CH:15]=[CH:14][C:12]([NH2:13])=[CH:11][CH:10]=2)=[N:4][N:5]([CH2:7][CH3:8])[CH:6]=1.[CH3:16][NH:17][CH3:18].[O:19]1[CH2:23]CCC1, predict the reaction product. The product is: [Br:1][C:2]1[C:3]([C:9]2[CH:15]=[CH:14][C:12]([NH:13][C:23](=[O:19])[N:17]([CH3:18])[CH3:16])=[CH:11][CH:10]=2)=[N:4][N:5]([CH2:7][CH3:8])[CH:6]=1. (7) Given the reactants C1(N/[N:8]=[C:9]2/[CH2:10][C:11](=[O:15])[CH2:12][CH2:13][CH2:14]/2)C=CC=CC=1, predict the reaction product. The product is: [CH2:14]1[C:9]2[NH:8][C:10]3[C:9](=[CH:14][CH:13]=[CH:12][CH:11]=3)[C:10]=2[C:11](=[O:15])[CH2:12][CH2:13]1. (8) Given the reactants [CH2:1]([O:3][C:4]1[CH:5]=[C:6]2[C:11](=[C:12]3[CH2:16][C:15]([CH3:18])([CH3:17])[O:14][C:13]=13)[C:10]([C:19]1[CH:28]=[CH:27][C:22]([C:23]([O:25]C)=[O:24])=[C:21]([NH:29][C:30]([C:32]3[CH:41]=[CH:40][C:39]4[C:34](=[CH:35][CH:36]=[CH:37][CH:38]=4)[N:33]=3)=[O:31])[CH:20]=1)=[N:9][C:8]([CH3:43])([CH3:42])[CH2:7]2)[CH3:2].[OH-].[Na+], predict the reaction product. The product is: [CH2:1]([O:3][C:4]1[CH:5]=[C:6]2[C:11](=[C:12]3[CH2:16][C:15]([CH3:18])([CH3:17])[O:14][C:13]=13)[C:10]([C:19]1[CH:28]=[CH:27][C:22]([C:23]([OH:25])=[O:24])=[C:21]([NH:29][C:30]([C:32]3[CH:41]=[CH:40][C:39]4[C:34](=[CH:35][CH:36]=[CH:37][CH:38]=4)[N:33]=3)=[O:31])[CH:20]=1)=[N:9][C:8]([CH3:42])([CH3:43])[CH2:7]2)[CH3:2].